From a dataset of Catalyst prediction with 721,799 reactions and 888 catalyst types from USPTO. Predict which catalyst facilitates the given reaction. Reactant: [CH2:1]([O:8][C:9]([N:11]([CH2:16][C:17]1[CH:22]=[CH:21][CH:20]=[C:19]([Br:23])[N:18]=1)[CH2:12][C:13]([OH:15])=O)=[O:10])[C:2]1[CH:7]=[CH:6][CH:5]=[CH:4][CH:3]=1.[NH2:24][CH2:25][CH2:26][OH:27].C1C=CC2N(O)N=NC=2C=1.C1N=CN(C(N2C=NC=C2)=O)C=1.[N-]=C=O.C(O)C(N)(CO)CO. Product: [CH2:1]([O:8][C:9](=[O:10])[N:11]([CH2:16][C:17]1[CH:22]=[CH:21][CH:20]=[C:19]([Br:23])[N:18]=1)[CH2:12][C:13]([NH:24][CH2:25][CH2:26][OH:27])=[O:15])[C:2]1[CH:3]=[CH:4][CH:5]=[CH:6][CH:7]=1. The catalyst class is: 2.